Dataset: NCI-60 drug combinations with 297,098 pairs across 59 cell lines. Task: Regression. Given two drug SMILES strings and cell line genomic features, predict the synergy score measuring deviation from expected non-interaction effect. (1) Drug 1: CCN(CC)CCNC(=O)C1=C(NC(=C1C)C=C2C3=C(C=CC(=C3)F)NC2=O)C. Drug 2: C(CCl)NC(=O)N(CCCl)N=O. Cell line: U251. Synergy scores: CSS=17.8, Synergy_ZIP=-0.907, Synergy_Bliss=3.41, Synergy_Loewe=2.32, Synergy_HSA=-2.38. (2) Drug 1: C1CCN(CC1)CCOC2=CC=C(C=C2)C(=O)C3=C(SC4=C3C=CC(=C4)O)C5=CC=C(C=C5)O. Drug 2: C(CC(=O)O)C(=O)CN.Cl. Cell line: SK-MEL-5. Synergy scores: CSS=-2.95, Synergy_ZIP=4.71, Synergy_Bliss=5.76, Synergy_Loewe=-3.07, Synergy_HSA=-1.84. (3) Drug 1: C1CCC(C1)C(CC#N)N2C=C(C=N2)C3=C4C=CNC4=NC=N3. Drug 2: C(CC(=O)O)C(=O)CN.Cl. Cell line: HCT-15. Synergy scores: CSS=4.32, Synergy_ZIP=0.130, Synergy_Bliss=-0.239, Synergy_Loewe=-2.71, Synergy_HSA=-2.32. (4) Drug 1: CC12CCC(CC1=CCC3C2CCC4(C3CC=C4C5=CN=CC=C5)C)O. Drug 2: CS(=O)(=O)OCCCCOS(=O)(=O)C. Cell line: SF-295. Synergy scores: CSS=13.7, Synergy_ZIP=-4.04, Synergy_Bliss=-3.73, Synergy_Loewe=-1.65, Synergy_HSA=-1.71. (5) Drug 1: COC1=C(C=C2C(=C1)N=CN=C2NC3=CC(=C(C=C3)F)Cl)OCCCN4CCOCC4. Drug 2: C#CCC(CC1=CN=C2C(=N1)C(=NC(=N2)N)N)C3=CC=C(C=C3)C(=O)NC(CCC(=O)O)C(=O)O. Cell line: NCI-H522. Synergy scores: CSS=34.5, Synergy_ZIP=0.898, Synergy_Bliss=1.06, Synergy_Loewe=1.46, Synergy_HSA=1.46. (6) Drug 1: CCCCCOC(=O)NC1=NC(=O)N(C=C1F)C2C(C(C(O2)C)O)O. Drug 2: C1CN(P(=O)(OC1)NCCCl)CCCl. Cell line: T-47D. Synergy scores: CSS=-8.06, Synergy_ZIP=1.75, Synergy_Bliss=-4.16, Synergy_Loewe=-9.01, Synergy_HSA=-7.91.